This data is from Peptide-MHC class I binding affinity with 185,985 pairs from IEDB/IMGT. The task is: Regression. Given a peptide amino acid sequence and an MHC pseudo amino acid sequence, predict their binding affinity value. This is MHC class I binding data. The MHC is HLA-A31:01 with pseudo-sequence HLA-A31:01. The peptide sequence is STSAADIKR. The binding affinity (normalized) is 0.337.